From a dataset of Peptide-MHC class II binding affinity with 134,281 pairs from IEDB. Regression. Given a peptide amino acid sequence and an MHC pseudo amino acid sequence, predict their binding affinity value. This is MHC class II binding data. The peptide sequence is INEPTAAAIAYELDR. The MHC is HLA-DQA10102-DQB10602 with pseudo-sequence HLA-DQA10102-DQB10602. The binding affinity (normalized) is 0.714.